This data is from Forward reaction prediction with 1.9M reactions from USPTO patents (1976-2016). The task is: Predict the product of the given reaction. Given the reactants C([Li])CCC.C(NC(C)C)(C)C.[Cl:13][C:14]1[CH:15]=[N:16][CH:17]=[C:18]([Cl:21])[C:19]=1[CH3:20].[CH:22]1([O:27][C:28]2[C:33]([O:34][CH3:35])=[CH:32][N:31]=[C:30]([CH:36]=[O:37])[CH:29]=2)[CH2:26][CH2:25][CH2:24][CH2:23]1, predict the reaction product. The product is: [CH:22]1([O:27][C:28]2[C:33]([O:34][CH3:35])=[CH:32][N:31]=[C:30]([CH:36]([OH:37])[CH2:20][C:19]3[C:18]([Cl:21])=[CH:17][N:16]=[CH:15][C:14]=3[Cl:13])[CH:29]=2)[CH2:23][CH2:24][CH2:25][CH2:26]1.